Dataset: Human Reference Interactome with 51,813 positive PPI pairs across 8,248 proteins, plus equal number of experimentally-validated negative pairs. Task: Binary Classification. Given two protein amino acid sequences, predict whether they physically interact or not. (1) Protein 1 (ENSG00000076716) has sequence MARFGLPALLCTLAVLSAALLAAELKSKSCSEVRRLYVSKGFNKNDAPLHEINGDHLKICPQGSTCCSQEMEEKYSLQSKDDFKSVVSEQCNHLQAVFASRYKKFDEFFKELLENAEKSLNDMFVKTYGHLYMQNSELFKDLFVELKRYYVVGNVNLEEMLNDFWARLLERMFRLVNSQYHFTDEYLECVSKYTEQLKPFGDVPRKLKLQVTRAFVAARTFAQGLAVAGDVVSKVSVVNPTAQCTHALLKMIYCSHCRGLVTVKPCYNYCSNIMRGCLANQGDLDFEWNNFIDAMLMVAE.... Result: 0 (the proteins do not interact). Protein 2 (ENSG00000171587) has sequence LGHPEPDYRWLKDNMPLELSGRFQKTVTGLLIENIRPSDSGSYVCEVSNRYGTAKVIGRLYVKQPLKATISPRKVKSSVGSQVSLSCSVTGTEDQELSWYRNGEILNPGKNVRITGINHENLIMDHMVKSDGGAYQCFVRKDKLSAQDYVQVVLEDGTPKIISAFSEKVVSPAEPVSLMCNVKGTPLPTITWTLDDDPILKGGSHRISQMITSEGNVVSYLNISSSQVRDGGVYRCTANNSAGVVLYQARINVRGPASIRPMKNITAIAGRDTYIHCRVIGYPYYSIKWYKNSNLLPFNH.... (2) Protein 1 (ENSG00000198860) has sequence MEERGDSEPTPGCSGLGPGGVRGFGDGGGAPSWAPEDAWMGTHPKYLEMMELDIGDATQVYVAFLVYLDLMESKSWHEVNCVGLPELQLICLVGTEIEGEGLQTVVPTPITASLSHNRIREILKASRKLQGDPDLPMSFTLAIVESDSTIVYYKLTDGFMLPDPQVSFENISLRR*MEERGDSEPTPGCSGLGPGGVRGFGDGGGAPSWAPEDAWMGTHPKYLEMMELDIGDATQVYVAFLVYLDLMESKSWHEVNCVGLPELQLICLVGTEIEGEGLQTVVPTPITASLSHNRIFLLED.... Protein 2 (ENSG00000198881) has sequence MRIVLQLAKMNLMDITKIFSLLQPDKEEEDTDTEEKQALNQAVYDNDSYTLDQLLRQERYKRFINSRSGWGVPGTPLRLAASYGHLSCLQVLLAHGADVDSLDVKAQTPLFTAVSHGHLDCVRVLLEAGASPGGSIYNNCSPVLTAARDGAVAILQELLDHGAEANVKAKLPVWASNIASCSGPLYLAAVYGHLDCFRLLLLHGADPDYNCTDQGLLARVPRPRTLLEICLHHNCEPEYIQLLIDFGANIYLPSLSLDLTSQDDKGIALLLQARATPRSLLSQVRLVVRRALCQAGQPQA.... Result: 1 (the proteins interact). (3) Protein 2 (ENSG00000198722) has sequence MPDLRRKKPLPLVSDLVKSLVQSRKAGITSAMATRTSLKDEELKSHVYKKTLQALIYPISCTTPHNFEVWTATTPTYCYECEGLLWGIARQGMRCSECGVKCHEKCQDLLNADCLQRAAEKSCKHGAEDRTQNIIMAMKDRMKIRERNKPEIFEVIRDVFTVNKAAHVQQMKTVKQSVLDGTSKWSAKITITVVCAQGLQAKDKTGSSDPYVTVQVSKTKKRTKTIFGNLNPVWEEKFHFECHNSSDRIKVRVWDEDDDIKSRVKQRLKRESDDFLGQTIIEVRTLSGEMDVWYNLEKRT.... Result: 0 (the proteins do not interact). Protein 1 (ENSG00000174206) has sequence MGESIPLAAPVPVEQAVLETFFSHLGIFSYDKAKDNVEKEREANKSAGGSWLSLLAALAHLAAAEKVYHSLTYLGQKLGGQSFFSRKDSIRTIYTSLHNELKKVVTGRGALGGTAPHVEELLSHLSEQLCFFVQARMEIADFYEKMYTLSTQKFINAEELVGLLDAIMKKYSSRFHHPILSPLESSFQLEVDVLCHLLKAQAQVSEWKFLPSLVNLHSAHTKLQTWGQIFEKQRETKKHLFGGQSQKAVQPPHLFLWLMKLKNMLLAKFSFYFHEALSRQTTASEMKTLTAKANPDFFGK.... (4) Protein 1 (ENSG00000185651) has sequence MAASRRLMKELEEIRKCGMKNFRNIQVDEANLLTWQGLIVPDNPPYDKGAFRIEINFPAEYPFKPPKITFKTKIYHPNIDEKGQVCLPVISAENWKPATKTDQVIQSLIALVNDPQPEHPLRADLAEEYSKDRKKFCKNAEEFTKKYGEKRPVD*MQVAAGTRGDTRLQEVALLPQLFDLLVLGQRRARLLRQVPSALAGKDLAQLQAGATLAGYRRAHGPEELEEIRKCGMKNFRNIQVDEANLLTWQGLIVPDNPPYDKGAFRIEINFPAEYPFKPPKITFKTKIYHPNIDEKGQVCL.... Protein 2 (ENSG00000147647) has sequence MAAPSRLLIRGGRVVNDDFSEVADVLVEDGVVRALGHDLLPPGGAPAGLRVLDAAGKLVLPGGIDTHTHMQFPFMGSRSIDDFHQGTKAALSGGTTMIIDFAIPQKGGSLIEAFETWRSWADPKVCCDYSLHVAVTWWSDQVKEEMKILVQDKGVNSFKMFMAYKDLYMVTDLELYEAFSRCKEIGAIAQVHAENGDLIAEGAKKMLALGITGPEGHELCRPEAVEAEATLRAITIASAVNCPLYIVHVMSKSAAKVIADARRDGKVVYGEPIAASLGTDGTHYWNKEWHHAAHHVMGPP.... Result: 0 (the proteins do not interact). (5) Protein 1 (ENSG00000177485) has sequence MESRKLISATDIQYSGSLLNSLNEQRGHGLFCDVTVIVEDRKFRAHKNILSASSTYFHQLFSVAGQVVELSFIRAEIFAEILNYIYSSKIVRVRSDLLDELIKSGQLLGVKFIAELGVPLSQVKSISGTAQDGNTEPLPPDSGDKNLVIQKSKDEAQDNGATIMPIITESFSLSAEDYEMKKIIVTDSDDDDDDVIFCSEILPTKETLPSNNTVAQVQSNPGPVAISDVAPSASNNSPPLTNITPTQKLPTPVNQATLSQTQGSEKLLVSSAPTHLTPNIILLNQTPLSTPPNVSSSLPN.... Protein 2 (ENSG00000094880) has sequence MAASTSMVPVAVTAAVAPVLSINSDFSDLREIKKQLLLIAGLTRERGLLHSSKWSAELAFSLPALPLAELQPPPPITEEDAQDMDAYTLAKAYFDVKEYDRAAHFLHGCNSKKAYFLYMYSRYLSGEKKKDDETVDSLGPLEKGQVKNEALRELRVELSKKHQARELDGFGLYLYGVVLRKLDLVKEAIDVFVEATHVLPLHWGAWLELCNLITDKEMLKFLSLPDTWMKEFFLAHIYTELQLIEEALQKYQNLIDVGFSKSSYIVSQIAVAYHNIRDIDKALSIFNELRKQDPYRIENM.... Result: 0 (the proteins do not interact). (6) Protein 1 (ENSG00000161277) has sequence MPKYCRAPNCSNTAGRLGADNRPVSFYKFPLKDGPRLQAWLQHMGCEHWVPSCHQHLCSEHFTPSCFQWRWGVRYLRPDAVPSIFSRGPPAKSQRRTRSTQKPVSPPPPLQKNTPLPQSPAIPVSGPVRLVVLGPTSGSPKTVATMLLTPLAPAPTPERSQPEVPAQQAQTGLGPVLGALQRRVRRLQRCQERHQAQLQALERLAQQLHGESLLARARRGLQRLTTAQTLGPEESQTFTIICGGPDIAMVLAQDPAPATVDAKPELLDTRIPSA*MPKYCRAPNCSNTAGRLGADNRPVS.... Protein 2 (ENSG00000165669) has sequence MWSGLLPPGLNESDAESNSEDEATLENSGLNLQEDKEDESIRKTEIIDFSTDEPKTETESNVNAYEECPSGIPIDMWNKFQELHKKHSEQKSTTSRFRGKRRKRSRKDKLKNEKELHSEPSSNETQWKELTQYFGVNDRFDPPVKRKKVEKSGLEKRIDQAVEEWNIEKAEELSNQLATRELGVKIAKAVACHNFVKAKKEVENSQAARKKKKLAWGFEAKKRWETKSNMGYM*MWSGLLPPGLNESDAESNSEDEATLENSGLNLQEDKEDESIRKTEIIDFSTDEPKTETESNVNAYE.... Result: 0 (the proteins do not interact). (7) Protein 1 (ENSG00000183010) has sequence MSVGFIGAGQLAFALAKGFTAAGVLAAHKIMASSPDMDLATVSALRKMGVKLTPHNKETVQHSDVLFLAVKPHIIPFILDEIGADIEDRHIVVSCAAGVTISSIEKKLSAFRPAPRVIRCMTNTPVVVREGATVYATGTHAQVEDGRLMEQLLSSVGFCTEVEEDLIDAVTGLSGSGPAYAFTALDALADGGVKMGLPRRLAVRLGAQALLGAAKMLLHSEQHPGQLKDNVSSPGGATIHALHVLESGGFRSLLINAVEASCIRTRELQSMADQEQVSPAAIKKTILDKVKLDSPAGTAL.... Protein 2 (ENSG00000168675) has sequence MPEAGFQATNAFTECKFTCTSGKCLYLGSLVCNQQNDCGDNSDEENCLLVTEHPPPGIFNSELEFAQIIIIVVVVTVMVVVIVCLLNHYKVSTRSFINRPNQSRRREDGLPQEGCLWPSDSAAPRLGASEIMHAPRSRDRFTAPSFIQRDRFSRFQPTYPYVQHEIDLPPTISLSDGEEPPPYQGPCTLQLRDPEQQMELNRESVRAPPNRTIFDSDLIDIAMYSGGPCPPSSNSGISASTCSSNGRMEGPPPTYSEVMGHHPGASFLHHQRSNAHRGSRLQFQQNNAESTIVPIKGKDR.... Result: 0 (the proteins do not interact).